This data is from Full USPTO retrosynthesis dataset with 1.9M reactions from patents (1976-2016). The task is: Predict the reactants needed to synthesize the given product. (1) Given the product [Cl:1][C:2]1[CH:7]=[CH:6][CH:5]=[CH:4][C:3]=1[O:8][CH2:9][C:10]1[S:14][C:13]([NH:15][C:16]([C:18]2[CH:19]=[C:20]3[C:25](=[CH:26][CH:27]=2)[CH2:24][N:23]([C:40]2[S:41][C:42]([CH2:45][OH:46])=[CH:43][N:44]=2)[CH2:22][CH2:21]3)=[O:17])=[N:12][N:11]=1, predict the reactants needed to synthesize it. The reactants are: [Cl:1][C:2]1[CH:7]=[CH:6][CH:5]=[CH:4][C:3]=1[O:8][CH2:9][C:10]1[S:14][C:13]([NH:15][C:16]([C:18]2[CH:19]=[C:20]3[C:25](=[CH:26][CH:27]=2)[CH2:24][NH:23][CH2:22][CH2:21]3)=[O:17])=[N:12][N:11]=1.C1CCN2C(=NCCC2)CC1.Br[C:40]1[S:41][C:42]([CH2:45][OH:46])=[CH:43][N:44]=1. (2) Given the product [NH2:54][C:9]1[CH:14]=[CH:13][C:12]([C:15]2[S:16][CH:17]=[CH:18][CH:19]=2)=[CH:11][C:10]=1[NH:20][C:21](=[O:22])[C:23]1[CH:24]=[CH:25][C:26]([CH2:29][N:31]([CH2:32][C:33]2[CH:34]=[N:35][CH:36]=[CH:37][CH:38]=2)[C:45](=[O:47])[CH2:44][CH2:43][Si:39]([CH3:42])([CH3:41])[CH3:40])=[CH:27][CH:28]=1, predict the reactants needed to synthesize it. The reactants are: CC(N([C:9]1[CH:14]=[CH:13][C:12]([C:15]2[S:16][CH:17]=[CH:18][CH:19]=2)=[CH:11][C:10]=1[NH:20][C:21]([C:23]1[CH:28]=[CH:27][C:26]([CH2:29]Br)=[CH:25][CH:24]=1)=[O:22])C(=O)[O-])(C)C.[NH2:31][CH2:32][C:33]1[CH:34]=[N:35][CH:36]=[CH:37][CH:38]=1.[Si:39]([CH2:43][CH2:44][C:45]([OH:47])=O)([CH3:42])([CH3:41])[CH3:40].C1C=CC2N(O)N=[N:54]C=2C=1.C(Cl)CCl.C(O)(C(F)(F)F)=O.C(Cl)Cl. (3) Given the product [CH:14]([C:6]1[C:5]([C:3](=[O:4])[CH:2]([O:1][CH3:18])[CH3:17])=[C:9]2[CH:10]=[CH:11][CH:12]=[CH:13][N:8]2[N:7]=1)([CH3:16])[CH3:15], predict the reactants needed to synthesize it. The reactants are: [OH:1][CH:2]([CH3:17])[C:3]([C:5]1[C:6]([CH:14]([CH3:16])[CH3:15])=[N:7][N:8]2[CH:13]=[CH:12][CH:11]=[CH:10][C:9]=12)=[O:4].[CH3:18]I. (4) The reactants are: [C:1]([O:7][C:8]1[CH:9]=[C:10]2[C:14](=[C:15]([NH2:17])[CH:16]=1)[NH:13][C:12]([C:18]1[S:19][CH:20]([CH:23]([O:26][CH3:27])[O:24][CH3:25])[CH2:21][N:22]=1)=[CH:11]2)(=[O:6])[C:2]([CH3:5])([CH3:4])[CH3:3].[N:28]1[CH:33]=[CH:32][CH:31]=[CH:30][C:29]=1[S:34](Cl)(=[O:36])=[O:35].N1C=CC=C[CH:39]=1. Given the product [C:1]([O:7][C:8]1[CH:9]=[C:10]2[C:14](=[C:15]([N:17]([CH3:39])[S:34]([C:29]3[CH:30]=[CH:31][CH:32]=[CH:33][N:28]=3)(=[O:36])=[O:35])[CH:16]=1)[NH:13][C:12]([C:18]1[S:19][CH:20]([CH:23]([O:24][CH3:25])[O:26][CH3:27])[CH2:21][N:22]=1)=[CH:11]2)(=[O:6])[C:2]([CH3:5])([CH3:4])[CH3:3], predict the reactants needed to synthesize it. (5) Given the product [ClH:34].[S:1]1[C:5]2[CH:6]=[CH:7][CH:8]=[CH:9][C:4]=2[CH:3]=[C:2]1[C:10]12[CH2:15][CH:14]1[CH2:13][N:12]([CH3:18])[CH2:11]2, predict the reactants needed to synthesize it. The reactants are: [S:1]1[C:5]2[CH:6]=[CH:7][CH:8]=[CH:9][C:4]=2[CH:3]=[C:2]1[C:10]12[CH2:15][CH:14]1[CH2:13][NH:12][CH2:11]2.C=O.[C:18](O[BH-](OC(=O)C)OC(=O)C)(=O)C.[Na+].[OH-].[Na+].[Cl:34]CCCl. (6) Given the product [C:31]([C:26]1([C:20]([N:18]2[CH2:19][CH2:19][N:18]([CH3:20])[CH2:17][CH2:17]2)=[O:21])[CH2:23][CH2:22][CH2:29][CH:28]([NH:34][C:12](=[O:14])[C:11]2[CH:15]=[CH:16][C:8]([C:4]3[CH:5]=[CH:6][CH:7]=[C:2]([F:1])[CH:3]=3)=[N:9][CH:10]=2)[CH2:27]1)#[N:30], predict the reactants needed to synthesize it. The reactants are: [F:1][C:2]1[CH:3]=[C:4]([C:8]2[CH:16]=[CH:15][C:11]([C:12]([OH:14])=O)=[CH:10][N:9]=2)[CH:5]=[CH:6][CH:7]=1.[CH3:17][N:18]([CH:20]=[O:21])[CH3:19].[CH2:22](Cl)[CH2:23]Cl.[CH:26]1[CH:31]=[N:30][C:29]2N(O)N=[N:34][C:28]=2[CH:27]=1. (7) Given the product [O:12]1[CH2:17][CH2:16][CH:15]([CH2:18][O:19][S:7]([C:4]2[CH:5]=[CH:6][C:1]([CH3:11])=[CH:2][CH:3]=2)(=[O:9])=[O:8])[CH2:14][CH2:13]1, predict the reactants needed to synthesize it. The reactants are: [C:1]1([CH3:11])[CH:6]=[CH:5][C:4]([S:7](Cl)(=[O:9])=[O:8])=[CH:3][CH:2]=1.[O:12]1[CH2:17][CH2:16][CH:15]([CH2:18][OH:19])[CH2:14][CH2:13]1.N1C=CC=CC=1. (8) Given the product [CH3:51][C:52]([CH3:69])([CH3:68])/[CH:53]=[CH:54]/[C:55]1[C:63]2[O:62][CH:61]([CH2:64][NH2:65])[CH2:60][C:59]=2[CH:58]=[CH:57][CH:56]=1, predict the reactants needed to synthesize it. The reactants are: CC1C=CC(S(OCC2CC3C=CC=C(/C=C/C(C)(C)C)C=3O2)(=O)=O)=CC=1.[N-]=[N+]=[N-].[Na+].N(CC1CC2C=C(Cl)C=C(C3C=CSC=3)C=2O1)=[N+]=[N-].[CH3:51][C:52]([CH3:69])([CH3:68])/[CH:53]=[CH:54]/[C:55]1[C:63]2[O:62][CH:61]([CH2:64][N:65]=[N+]=[N-])[CH2:60][C:59]=2[CH:58]=[CH:57][CH:56]=1.[N-]=[N+]=[N-].C1(P(C2C=CC=CC=2)C2C=CC=CC=2)C=CC=CC=1. (9) The reactants are: [C:1]([NH:6][CH2:7][C:8]([O:10][CH:11]1[CH2:16][CH2:15][CH:14]([CH2:17][CH2:18][Si:19]([CH3:30])([O:25][Si:26]([CH3:29])([CH3:28])[CH3:27])[O:20][Si:21]([CH3:24])([CH3:23])[CH3:22])[CH2:13][CH:12]1[OH:31])=[O:9])(=[O:5])[C:2]([CH3:4])=[CH2:3].C1(C)C=CC=CC=1.[C:39]1(=[O:45])[O:44][C:42](=[O:43])[CH2:41][CH2:40]1.C1(C=CC(O)=CC=1)O. Given the product [CH3:29][Si:26]([CH3:27])([CH3:28])[O:25][Si:19]([CH2:18][CH2:17][CH:14]1[CH2:13][CH:12]([O:31][C:39](=[O:45])[CH2:40][CH2:41][C:42]([OH:44])=[O:43])[CH:11]([O:10][C:8](=[O:9])[CH2:7][NH:6][C:1](=[O:5])[C:2]([CH3:4])=[CH2:3])[CH2:16][CH2:15]1)([CH3:30])[O:20][Si:21]([CH3:24])([CH3:23])[CH3:22], predict the reactants needed to synthesize it.